The task is: Predict which catalyst facilitates the given reaction.. This data is from Catalyst prediction with 721,799 reactions and 888 catalyst types from USPTO. Reactant: [C:1]([O:9][CH2:10][C@@H:11]1[CH2:15][C@H:14](OS(C(F)(F)F)(=O)=O)[CH:13]([O:24][CH3:25])[O:12]1)(=[O:8])[C:2]1[CH:7]=[CH:6][CH:5]=[CH:4][CH:3]=1.[N-:26]=[N+:27]=[N-:28].[Na+]. Product: [C:1]([O:9][CH2:10][C@@H:11]1[CH2:15][C@@H:14]([N:26]=[N+:27]=[N-:28])[C@H:13]([O:24][CH3:25])[O:12]1)(=[O:8])[C:2]1[CH:7]=[CH:6][CH:5]=[CH:4][CH:3]=1. The catalyst class is: 18.